This data is from Forward reaction prediction with 1.9M reactions from USPTO patents (1976-2016). The task is: Predict the product of the given reaction. (1) Given the reactants [CH2:1]([O:3][C:4]1[CH:5]=[C:6]([CH2:20][NH2:21])[CH:7]=[CH:8][C:9]=1[O:10][CH2:11][C:12]1[CH:13]=[N:14][C:15]([O:18][CH3:19])=[CH:16][CH:17]=1)[CH3:2].Cl[C:23]1[C:28]([N+:29]([O-:31])=[O:30])=[CH:27][C:26]([I:32])=[CH:25][N:24]=1.C(N(CC)C(C)C)(C)C, predict the reaction product. The product is: [CH2:1]([O:3][C:4]1[CH:5]=[C:6]([CH:7]=[CH:8][C:9]=1[O:10][CH2:11][C:12]1[CH:13]=[N:14][C:15]([O:18][CH3:19])=[CH:16][CH:17]=1)[CH2:20][NH:21][C:23]1[C:28]([N+:29]([O-:31])=[O:30])=[CH:27][C:26]([I:32])=[CH:25][N:24]=1)[CH3:2]. (2) Given the reactants [NH2:1][C:2]1[CH:3]=[C:4]2[C:9](=[CH:10][CH:11]=1)[N:8]=[CH:7][C:6]([C:12]#[N:13])=[C:5]2[NH:14][C:15]1[CH:20]=[CH:19][C:18]([F:21])=[C:17]([Cl:22])[CH:16]=1.[CH3:23][O:24][C:25]1[C:30]([CH:31]=O)=[CH:29][CH:28]=[CH:27][N:26]=1.[BH3-]C#N.[Na+], predict the reaction product. The product is: [Cl:22][C:17]1[CH:16]=[C:15]([NH:14][C:5]2[C:4]3[C:9](=[CH:10][CH:11]=[C:2]([NH:1][CH2:31][C:30]4[C:25]([O:24][CH3:23])=[N:26][CH:27]=[CH:28][CH:29]=4)[CH:3]=3)[N:8]=[CH:7][C:6]=2[C:12]#[N:13])[CH:20]=[CH:19][C:18]=1[F:21]. (3) Given the reactants [I:1][C:2]1[CH:3]=[C:4]2[C:8](=[CH:9][CH:10]=1)[NH:7][C:6](=[O:11])[C:5]2=O.[I:13][C:14]1[CH:23]=[CH:22][C:17]([C:18]([NH:20][NH2:21])=[O:19])=[CH:16][CH:15]=1, predict the reaction product. The product is: [I:13][C:14]1[CH:23]=[CH:22][C:17]([C:18]([NH:20][N:21]=[C:5]2[C:4]3[C:8](=[CH:9][CH:10]=[C:2]([I:1])[CH:3]=3)[NH:7][C:6]2=[O:11])=[O:19])=[CH:16][CH:15]=1. (4) Given the reactants [CH2:1]([O:3][C:4]([N:6]1[CH2:11][CH2:10][N:9]([C:12](=[O:29])[C:13]2[CH:18]=[C:17]([OH:19])[CH:16]=[C:15]([O:20][C:21]3[CH:26]=[CH:25][C:24]([C:27]#[N:28])=[CH:23][CH:22]=3)[CH:14]=2)[CH2:8][CH2:7]1)=[O:5])[CH3:2].[CH2:30]([O:32][C:33](=[O:42])[C:34]1[CH:39]=[CH:38][C:37]([CH2:40]Br)=[CH:36][CH:35]=1)[CH3:31], predict the reaction product. The product is: [CH2:1]([O:3][C:4]([N:6]1[CH2:11][CH2:10][N:9]([C:12](=[O:29])[C:13]2[CH:18]=[C:17]([O:19][CH2:40][C:37]3[CH:36]=[CH:35][C:34]([C:33]([O:32][CH2:30][CH3:31])=[O:42])=[CH:39][CH:38]=3)[CH:16]=[C:15]([O:20][C:21]3[CH:26]=[CH:25][C:24]([C:27]#[N:28])=[CH:23][CH:22]=3)[CH:14]=2)[CH2:8][CH2:7]1)=[O:5])[CH3:2].